From a dataset of Full USPTO retrosynthesis dataset with 1.9M reactions from patents (1976-2016). Predict the reactants needed to synthesize the given product. The reactants are: [CH:1]1([S:4]([C:7]2[CH:12]=[CH:11][C:10]([CH:13]([CH2:18][CH:19]3[CH2:24][CH2:23][O:22][CH2:21][CH2:20]3)[C:14](=[O:17])[CH:15]=[CH2:16])=[CH:9][CH:8]=2)(=[O:6])=[O:5])[CH2:3][CH2:2]1.[F:25][C:26]1[CH:27]=[CH:28][C:29]([CH:32]=[O:33])=[N:30][CH:31]=1.C(N(CC)CC)C. Given the product [CH:1]1([S:4]([C:7]2[CH:8]=[CH:9][C:10]([CH:13]([CH2:18][CH:19]3[CH2:24][CH2:23][O:22][CH2:21][CH2:20]3)[C:14](=[O:17])[CH2:15][CH2:16][C:32]([C:29]3[CH:28]=[CH:27][C:26]([F:25])=[CH:31][N:30]=3)=[O:33])=[CH:11][CH:12]=2)(=[O:6])=[O:5])[CH2:3][CH2:2]1, predict the reactants needed to synthesize it.